Dataset: Catalyst prediction with 721,799 reactions and 888 catalyst types from USPTO. Task: Predict which catalyst facilitates the given reaction. Reactant: [CH3:1][O:2][C:3]([CH3:12])([CH3:11])[CH2:4][CH2:5][O:6][CH2:7][C:8]([OH:10])=[O:9].[C:13]1(C)C=CC(S(O)(=O)=O)=CC=1.C(OCC)C. Product: [CH3:1][O:2][C:3]([CH3:12])([CH3:11])[CH2:4][CH2:5][O:6][CH2:7][C:8]([O:10][CH3:13])=[O:9]. The catalyst class is: 5.